From a dataset of Full USPTO retrosynthesis dataset with 1.9M reactions from patents (1976-2016). Predict the reactants needed to synthesize the given product. (1) Given the product [CH3:34][O:35][C:36](=[O:47])[CH:37]([C:39]1[CH:40]=[CH:41][C:42]([CH2:27][CH:28]2[CH2:13][CH2:14][CH2:15][C:8]3([N:7]([CH2:16][CH2:17][C:18]4[CH:19]=[CH:20][C:21]([O:24][CH3:25])=[CH:22][CH:23]=4)[C:6](=[O:26])[N:5]([CH2:1][CH:2]([CH3:3])[CH3:4])[C:9]3=[O:10])[CH2:11]2)=[CH:43][CH:44]=1)[CH3:38], predict the reactants needed to synthesize it. The reactants are: [CH2:1]([N:5]1[C:9](=[O:10])[C:8]2([CH2:15][CH2:14][CH2:13]N[CH2:11]2)[N:7]([CH2:16][CH2:17][C:18]2[CH:23]=[CH:22][C:21]([O:24][CH3:25])=[CH:20][CH:19]=2)[C:6]1=[O:26])[CH:2]([CH3:4])[CH3:3].[CH2:27](N(CC)CC)[CH3:28].[CH3:34][O:35][C:36](=[O:47])[CH:37]([C:39]1[CH:44]=[CH:43][CH:42]=[C:41](CBr)[CH:40]=1)[CH3:38]. (2) Given the product [NH2:15][CH2:16][C:17]([NH:19][C:20]1[N:28]=[C:27]2[C:23]([C:24]([C:36]3[CH:37]=[CH:38][N:39]=[CH:40][CH:41]=3)=[C:25]([C:29]3[CH:30]=[CH:31][C:32]([F:35])=[CH:33][CH:34]=3)[NH:26]2)=[CH:22][CH:21]=1)=[O:18], predict the reactants needed to synthesize it. The reactants are: O1CCOCC1.Cl.C(OC([NH:15][CH2:16][C:17]([NH:19][C:20]1[N:28]=[C:27]2[C:23]([C:24]([C:36]3[CH:41]=[CH:40][N:39]=[CH:38][CH:37]=3)=[C:25]([C:29]3[CH:34]=[CH:33][C:32]([F:35])=[CH:31][CH:30]=3)[NH:26]2)=[CH:22][CH:21]=1)=[O:18])=O)(C)(C)C.C1(OC)C=CC=CC=1. (3) Given the product [F:1][C:2]1[CH:3]=[N:4][C:5]([C@@H:8]([NH:10][C:11]2[N:12]=[C:13]([NH:30][C:31]3[N:32]=[CH:33][N:34]([CH3:36])[CH:35]=3)[C:14]3[CH:19]=[CH:18][NH:17][C:15]=3[N:16]=2)[CH3:9])=[N:6][CH:7]=1, predict the reactants needed to synthesize it. The reactants are: [F:1][C:2]1[CH:3]=[N:4][C:5]([C@@H:8]([NH:10][C:11]2[N:12]=[C:13]([NH:30][C:31]3[N:32]=[CH:33][N:34]([CH3:36])[CH:35]=3)[C:14]3[CH:19]=[CH:18][N:17](S(C4C=CC(C)=CC=4)(=O)=O)[C:15]=3[N:16]=2)[CH3:9])=[N:6][CH:7]=1.C([O-])([O-])=O.[Cs+].[Cs+]. (4) Given the product [F:15][C:2]1([F:1])[O:6][C:5]2[CH:7]=[CH:8][C:9]([N:11]3[CH2:12][C:13](=[CH2:14])[S:21]/[C:20]/3=[N:19]\[C:16](=[O:18])[CH3:17])=[CH:10][C:4]=2[O:3]1, predict the reactants needed to synthesize it. The reactants are: [F:1][C:2]1([F:15])[O:6][C:5]2[CH:7]=[CH:8][C:9]([NH:11][CH2:12][C:13]#[CH:14])=[CH:10][C:4]=2[O:3]1.[C:16]([N:19]=[C:20]=[S:21])(=[O:18])[CH3:17]. (5) Given the product [CH3:22][O:23]/[N:24]=[C:14](/[C:11]1[CH:12]=[CH:13][C:8]([O:7][C:6]2[CH:18]=[CH:19][C:3]([CH2:1][CH3:2])=[CH:4][C:5]=2[OH:20])=[C:9]([F:17])[CH:10]=1)\[CH3:15], predict the reactants needed to synthesize it. The reactants are: [CH2:1]([C:3]1[CH:19]=[CH:18][C:6]([O:7][C:8]2[CH:13]=[CH:12][C:11]([C:14](=O)[CH3:15])=[CH:10][C:9]=2[F:17])=[C:5]([OH:20])[CH:4]=1)[CH3:2].Cl.[CH3:22][O:23][NH2:24].C(N(CC)CC)C. (6) The reactants are: [NH:1]1[C:9](=[O:10])[C:8]2[NH:7][CH:6]=[N:5][C:4]=2[N:3]=[CH:2]1.S(=O)(=O)(O)O.[F:16][C:17](I)([F:19])[F:18].OO. Given the product [F:16][C:17]([F:19])([F:18])[C:6]1[NH:7][C:8]2[C:9](=[O:10])[NH:1][CH:2]=[N:3][C:4]=2[N:5]=1, predict the reactants needed to synthesize it.